Dataset: Forward reaction prediction with 1.9M reactions from USPTO patents (1976-2016). Task: Predict the product of the given reaction. (1) Given the reactants [Cl:1][C:2]1[CH:7]=[CH:6][C:5]([F:8])=[CH:4][C:3]=1[N:9]1[C:13]([S:14][C:15]2[CH:16]=[N:17][C:18]([Cl:21])=[CH:19][CH:20]=2)=[CH:12][C:11]([C:22](OCC)=[O:23])=[N:10]1.[CH3:27][NH2:28].CO, predict the reaction product. The product is: [Cl:1][C:2]1[CH:7]=[CH:6][C:5]([F:8])=[CH:4][C:3]=1[N:9]1[C:13]([S:14][C:15]2[CH:16]=[N:17][C:18]([Cl:21])=[CH:19][CH:20]=2)=[CH:12][C:11]([C:22]([NH:28][CH3:27])=[O:23])=[N:10]1. (2) Given the reactants [F:1][C:2]1[C:12]2[C:11](=[O:13])[CH2:10][CH2:9][CH2:8][CH2:7][C:6]=2[CH:5]=[C:4]([N:14]2[CH2:18][C@H:17]([CH2:19][NH:20][C:21](=[O:23])[CH3:22])[O:16][C:15]2=[O:24])[CH:3]=1.[Li+].C[Si]([N-][Si](C)(C)C)(C)C.[CH3:35][N:36]1[C:40]([CH3:41])=[CH:39][C:38]([C:42](Cl)=[O:43])=[N:37]1.[Cl-].[NH4+], predict the reaction product. The product is: [CH3:35][N:36]1[C:40]([CH3:41])=[CH:39][C:38]([C:42]([CH:10]2[CH2:9][CH2:8][CH2:7][C:6]3[CH:5]=[C:4]([N:14]4[CH2:18][C@H:17]([CH2:19][NH:20][C:21](=[O:23])[CH3:22])[O:16][C:15]4=[O:24])[CH:3]=[C:2]([F:1])[C:12]=3[C:11]2=[O:13])=[O:43])=[N:37]1. (3) Given the reactants [CH3:1][O:2][C:3](=[O:20])[C@H:4]([NH:12][C:13]([O:15][C:16]([CH3:19])([CH3:18])[CH3:17])=[O:14])[C:5]1[CH:10]=[CH:9][C:8](Cl)=[CH:7][CH:6]=1.C1(P(C2CCCCC2)C2C=CC=CC=2C2C(OC)=CC=CC=2OC)CCCCC1.P([O-])([O-])([O-])=O.[K+].[K+].[K+].[C:58]([Si:62]([CH3:100])([CH3:99])[O:63][CH:64]([C:95]([CH3:98])([CH3:97])[CH3:96])[CH2:65][CH2:66][C:67]1[CH:72]=[CH:71][C:70]([C:73]([C:78]2[CH:83]=[CH:82][C:81](B3OC(C)(C)C(C)(C)O3)=[C:80]([CH3:93])[CH:79]=2)([CH2:76][CH3:77])[CH2:74][CH3:75])=[CH:69][C:68]=1[CH3:94])([CH3:61])([CH3:60])[CH3:59], predict the reaction product. The product is: [CH3:1][O:2][C:3](=[O:20])[C@H:4]([NH:12][C:13]([O:15][C:16]([CH3:19])([CH3:18])[CH3:17])=[O:14])[C:5]1[CH:10]=[CH:9][C:8]([C:81]2[CH:82]=[CH:83][C:78]([C:73]([C:70]3[CH:71]=[CH:72][C:67]([CH2:66][CH2:65][CH:64]([O:63][Si:62]([C:58]([CH3:61])([CH3:60])[CH3:59])([CH3:99])[CH3:100])[C:95]([CH3:98])([CH3:97])[CH3:96])=[C:68]([CH3:94])[CH:69]=3)([CH2:74][CH3:75])[CH2:76][CH3:77])=[CH:79][C:80]=2[CH3:93])=[CH:7][CH:6]=1. (4) Given the reactants [C:1]([O:5][C:6](=[O:15])[CH:7]([O:11][C:12](=[O:14])[CH3:13])[C:8]([CH3:10])=[O:9])([CH3:4])([CH3:3])[CH3:2].[H-].[Na+].[CH2:18](Br)[CH2:19][CH3:20], predict the reaction product. The product is: [C:1]([O:5][C:6](=[O:15])[C:7]([O:11][C:12](=[O:14])[CH3:13])([C:8](=[O:9])[CH3:10])[CH2:18][CH2:19][CH3:20])([CH3:2])([CH3:3])[CH3:4]. (5) Given the reactants Br[C:2]1[CH:11]=[CH:10][C:5]([C:6]([O:8][CH3:9])=[O:7])=[CH:4][C:3]=1[CH2:12][O:13][CH3:14].FC1C(C)=C(C2C=CC(C(O)=O)=CC=2COC)C=CC=1.[F:35][C:36]1[CH:37]=[CH:38][C:39]([CH3:45])=[C:40](B(O)O)[CH:41]=1.[F-].[Cs+], predict the reaction product. The product is: [F:35][C:36]1[CH:41]=[CH:40][C:39]([CH3:45])=[C:38]([C:2]2[CH:11]=[CH:10][C:5]([C:6]([O:8][CH3:9])=[O:7])=[CH:4][C:3]=2[CH2:12][O:13][CH3:14])[CH:37]=1. (6) Given the reactants [Br:1][C:2]1[CH:7]=[C:6]([CH3:8])[CH:5]=[CH:4][C:3]=1[OH:9].C(=O)([O-])[O-].[K+].[K+].Br[CH2:17][C:18]([O:20][C:21]([CH3:24])([CH3:23])[CH3:22])=[O:19], predict the reaction product. The product is: [C:21]([O:20][C:18](=[O:19])[CH2:17][O:9][C:3]1[CH:4]=[CH:5][C:6]([CH3:8])=[CH:7][C:2]=1[Br:1])([CH3:24])([CH3:23])[CH3:22]. (7) Given the reactants [NH2:1][C:2]1[CH:7]=[CH:6][C:5]([N:8]2[C:16]3[C:11](=[CH:12][CH:13]=[CH:14][CH:15]=3)[CH:10]=[C:9]2[C:17]([OH:19])=[O:18])=[CH:4][CH:3]=1.CO[CH:22]1[CH2:26][CH2:25][CH:24](OC)O1, predict the reaction product. The product is: [N:1]1([C:2]2[CH:3]=[CH:4][C:5]([N:8]3[C:16]4[C:11](=[CH:12][CH:13]=[CH:14][CH:15]=4)[CH:10]=[C:9]3[C:17]([OH:19])=[O:18])=[CH:6][CH:7]=2)[CH:22]=[CH:26][CH:25]=[CH:24]1.